From a dataset of P-glycoprotein inhibition data for predicting drug efflux from Broccatelli et al.. Regression/Classification. Given a drug SMILES string, predict its absorption, distribution, metabolism, or excretion properties. Task type varies by dataset: regression for continuous measurements (e.g., permeability, clearance, half-life) or binary classification for categorical outcomes (e.g., BBB penetration, CYP inhibition). Dataset: pgp_broccatelli. (1) The drug is OCCOCCN1CCN(C2=Nc3ccccc3Sc3ccccc32)CC1. The result is 1 (inhibitor). (2) The compound is COc1cc2nc(N3CCN(C(=O)c4ccco4)CC3)nc(N)c2cc1OC. The result is 0 (non-inhibitor). (3) The compound is COc1cc2c(cc1OC)CN(CCc1ccc(NC(=O)c3ccccc3NC(=O)c3ccccn3)cc1)CC2. The result is 1 (inhibitor). (4) The drug is COc1cccc(CCc2ccccc2OCc2ccncc2)c1. The result is 1 (inhibitor). (5) The drug is C=C(NNC(=O)c1nn(C)cc1I)c1ccnn1C. The result is 0 (non-inhibitor). (6) The molecule is CCCCCCCCOc1cc2oc(-c3ccccc3)cc(=O)c2c(O)c1OCCCCCCCC. The result is 1 (inhibitor). (7) The molecule is Oc1c(Cl)c(Cl)c(Cl)c(Cl)c1Cl. The result is 0 (non-inhibitor). (8) The drug is COc1ccc(CN2CCNCC2)c(OC)c1OC. The result is 0 (non-inhibitor). (9) The molecule is COc1cccc2c(=O)c3ccccc3n(CCCCN3CCN(C)CC3)c12. The result is 1 (inhibitor). (10) The drug is CO[C@@H](CCc1ccccc1)c1ccccc1OC[C@H](O)CN1CCCCC1. The result is 1 (inhibitor).